From a dataset of Peptide-MHC class I binding affinity with 185,985 pairs from IEDB/IMGT. Regression. Given a peptide amino acid sequence and an MHC pseudo amino acid sequence, predict their binding affinity value. This is MHC class I binding data. (1) The peptide sequence is VYWENEVSI. The MHC is HLA-A02:16 with pseudo-sequence HLA-A02:16. The binding affinity (normalized) is 0.0847. (2) The MHC is HLA-A02:01 with pseudo-sequence HLA-A02:01. The peptide sequence is AITLVVISV. The binding affinity (normalized) is 0.556. (3) The peptide sequence is TSTLQEQIAW. The MHC is HLA-B27:05 with pseudo-sequence HLA-B27:05. The binding affinity (normalized) is 0. (4) The peptide sequence is NHINRELSL. The MHC is HLA-B38:01 with pseudo-sequence HLA-B38:01. The binding affinity (normalized) is 0.545.